From a dataset of Forward reaction prediction with 1.9M reactions from USPTO patents (1976-2016). Predict the product of the given reaction. (1) Given the reactants [NH2:1][C:2]1[CH:7]=[CH:6][CH:5]=[CH:4][C:3]=1[S:8]([NH:11][C:12]1[CH:13]=[N:14][C:15]([O:20][CH3:21])=[C:16]([O:18][CH3:19])[CH:17]=1)(=[O:10])=[O:9].[C:22](N1C=CN=C1)(N1C=CN=C1)=[O:23].C(N(CC)CC)C, predict the reaction product. The product is: [CH3:19][O:18][C:16]1[CH:17]=[C:12]([N:11]2[C:22](=[O:23])[NH:1][C:2]3[CH:7]=[CH:6][CH:5]=[CH:4][C:3]=3[S:8]2(=[O:10])=[O:9])[CH:13]=[N:14][C:15]=1[O:20][CH3:21]. (2) Given the reactants Cl[C:2]1[N:3]=[CH:4][C:5]([C:8]2[N:9]=[C:10]([N:18]3[CH2:23][CH2:22][C@H:21]([NH:24][C:25]([C:27]4[NH:28][C:29]([CH3:34])=[C:30]([Cl:33])[C:31]=4[Cl:32])=[O:26])[C@H:20]([O:35][CH3:36])[CH2:19]3)[S:11][C:12]=2[C:13]([O:15][CH2:16][CH3:17])=[O:14])=[N:6][CH:7]=1.[N:37]12[CH2:44][CH2:43][N:40]([CH2:41][CH2:42]1)[CH2:39][CH:38]2[CH2:45][NH2:46].C(N(CC)C(C)C)(C)C.O, predict the reaction product. The product is: [N:37]12[CH2:44][CH2:43][N:40]([CH2:41][CH2:42]1)[CH2:39][CH:38]2[CH2:45][NH:46][C:2]1[N:3]=[CH:4][C:5]([C:8]2[N:9]=[C:10]([N:18]3[CH2:23][CH2:22][C@@H:21]([NH:24][C:25]([C:27]4[NH:28][C:29]([CH3:34])=[C:30]([Cl:33])[C:31]=4[Cl:32])=[O:26])[C@@H:20]([O:35][CH3:36])[CH2:19]3)[S:11][C:12]=2[C:13]([O:15][CH2:16][CH3:17])=[O:14])=[N:6][CH:7]=1. (3) Given the reactants CC1C(C)=C2C(C[CH2:7][C@:8](CCC[C@@H](CCC[C@@H](CCCC(C)C)C)C)([CH3:13])[O:9]2)=C(C)C=1O.CCCCCCCCCCCCCCCC(OC/C=C(/C=C/C=C(/C=C/C1C(C)(C)CCCC=1C)\C)\C)=O.C1C(C=CC2C=C(O)C=C(O)C=2)=[CH:74][C:73]([OH:86])=[C:72]([OH:87])C=1, predict the reaction product. The product is: [CH3:7][CH:8]([OH:9])[CH2:13][O:86][CH:73]([CH2:72][OH:87])[CH3:74]. (4) Given the reactants [CH3:1][N:2]1[CH:6]=[CH:5][N:4]=[CH:3]1.[I:7]CI.O1[CH2:14][CH2:13]CC1, predict the reaction product. The product is: [I-:7].[I-:7].[CH3:1][N+:2]1[CH:6]=[CH:5][N:4]([CH2:1][N:2]2[CH:14]=[CH:13][N+:4]([CH3:5])=[CH:3]2)[CH:3]=1. (5) The product is: [F:1][C:2]1[CH:10]=[CH:9][C:8]2[C:4](=[CH:5][N:6]([CH3:11])[N:7]=2)[C:3]=1[CH2:12][OH:13]. Given the reactants [F:1][C:2]1[CH:10]=[CH:9][C:8]2[C:4](=[CH:5][N:6]([CH3:11])[N:7]=2)[C:3]=1[C:12](OC)=[O:13].[H-].C([Al+]CC(C)C)C(C)C.O, predict the reaction product. (6) Given the reactants [OH:1][C:2]1[CH:26]=[CH:25][C:5]([CH2:6][C:7]23[CH2:14][CH2:13][CH2:12][N:11]2[C:10](=[O:15])[N:9]([C:16]2[CH:21]=[C:20]([Cl:22])[N:19]=[C:18]([Cl:23])[CH:17]=2)[C:8]3=[O:24])=[CH:4][CH:3]=1.C1C=CC(P(C2C=CC=CC=2)C2C=CC=CC=2)=CC=1.O[CH2:47][CH2:48][C:49]1[CH:54]=[CH:53][N:52]=[CH:51][CH:50]=1.CCOC(/N=N/C(OCC)=O)=O, predict the reaction product. The product is: [N:52]1[CH:53]=[CH:54][C:49]([CH2:48][CH2:47][O:1][C:2]2[CH:3]=[CH:4][C:5]([CH2:6][C:7]34[CH2:14][CH2:13][CH2:12][N:11]3[C:10](=[O:15])[N:9]([C:16]3[CH:17]=[C:18]([Cl:23])[N:19]=[C:20]([Cl:22])[CH:21]=3)[C:8]4=[O:24])=[CH:25][CH:26]=2)=[CH:50][CH:51]=1. (7) Given the reactants [Br:1][C:2]1[CH:3]=[C:4]([NH:9][C:10]2[C:11]3[CH:19]=[C:18]([NH:20][C:21](=[O:31])[CH2:22]P(=O)(OCC)OCC)[N:17]=[CH:16][C:12]=3[N:13]=[CH:14][N:15]=2)[CH:5]=[CH:6][C:7]=1[F:8].[CH3:32][C:33]([N:35]([CH3:37])[CH3:36])=O.[Li+].[Cl-].[OH-].[K+], predict the reaction product. The product is: [Br:1][C:2]1[CH:3]=[C:4]([CH:5]=[CH:6][C:7]=1[F:8])[NH:9][C:10]1[C:11]2[CH:19]=[C:18]([NH:20][C:21](=[O:31])/[CH:22]=[CH:32]/[CH2:33][N:35]([CH3:37])[CH3:36])[N:17]=[CH:16][C:12]=2[N:13]=[CH:14][N:15]=1.